This data is from Forward reaction prediction with 1.9M reactions from USPTO patents (1976-2016). The task is: Predict the product of the given reaction. (1) The product is: [ClH:14].[NH2:2][CH2:1][C:3]1[CH:4]=[C:5]([S:9]([NH:12][CH3:13])(=[O:11])=[O:10])[CH:6]=[CH:7][CH:8]=1. Given the reactants [C:1]([C:3]1[CH:4]=[C:5]([S:9]([NH:12][CH3:13])(=[O:11])=[O:10])[CH:6]=[CH:7][CH:8]=1)#[N:2].[ClH:14].[H][H], predict the reaction product. (2) Given the reactants CS[C:3]1[N:4]=[N:5][C:6]([C:17]([NH2:19])=[O:18])=[C:7]([NH:9][C:10]2[CH:15]=[CH:14][C:13]([CH3:16])=[CH:12][CH:11]=2)[N:8]=1.C1C=C(Cl)C=C(C(OO)=O)C=1.CCN(C(C)C)C(C)C.Cl.[NH2:41][C@H:42]([CH2:46][CH3:47])[C:43]([NH2:45])=[O:44].C(O)(C(F)(F)F)=O, predict the reaction product. The product is: [NH2:45][C:43](=[O:44])[C@H:42]([NH:41][C:3]1[N:4]=[N:5][C:6]([C:17]([NH2:19])=[O:18])=[C:7]([NH:9][C:10]2[CH:15]=[CH:14][C:13]([CH3:16])=[CH:12][CH:11]=2)[N:8]=1)[CH2:46][CH3:47]. (3) Given the reactants [N:1]1([CH2:8][CH2:9][O:10][C:11]2[CH:16]=[CH:15][C:14]([C:17]([C:19]3[C:28]4[C:23](=[CH:24][C:25]([O:29]C)=[CH:26][CH:27]=4)[CH:22]=[CH:21][C:20]=3[C:31]3[CH:36]=[C:35]([F:37])[CH:34]=[C:33]([F:38])[C:32]=3[F:39])=[O:18])=[CH:13][CH:12]=2)[CH2:7][CH2:6][CH2:5][CH2:4][CH2:3][CH2:2]1.B(Br)(Br)Br.C(=O)(O)[O-].[Na+].C(Cl)(Cl)Cl.C(O)(C)C, predict the reaction product. The product is: [N:1]1([CH2:8][CH2:9][O:10][C:11]2[CH:16]=[CH:15][C:14]([C:17]([C:19]3[C:28]4[C:23](=[CH:24][C:25]([OH:29])=[CH:26][CH:27]=4)[CH:22]=[CH:21][C:20]=3[C:31]3[CH:36]=[C:35]([F:37])[CH:34]=[C:33]([F:38])[C:32]=3[F:39])=[O:18])=[CH:13][CH:12]=2)[CH2:7][CH2:6][CH2:5][CH2:4][CH2:3][CH2:2]1. (4) Given the reactants [CH3:1][C:2]1[N:7]=[C:6]([C:8](=[N:10][OH:11])[NH2:9])[CH:5]=[C:4]([O:12][CH2:13][C:14]2[CH:19]=[CH:18][CH:17]=[CH:16][CH:15]=2)[N:3]=1.[C:20](N1C=CN=C1)(N1C=CN=C1)=[O:21].N12CCCN=C1CCCCC2.Cl, predict the reaction product. The product is: [CH3:1][C:2]1[N:7]=[C:6]([C:8]2[NH:10][O:11][C:20](=[O:21])[N:9]=2)[CH:5]=[C:4]([O:12][CH2:13][C:14]2[CH:19]=[CH:18][CH:17]=[CH:16][CH:15]=2)[N:3]=1.